This data is from Forward reaction prediction with 1.9M reactions from USPTO patents (1976-2016). The task is: Predict the product of the given reaction. Given the reactants [F:1][C:2]1[CH:7]=[CH:6][CH:5]=[CH:4][C:3]=1[CH:8]=[CH:9][C:10]([NH:12][C@H:13]([C:25]([O:27]C)=[O:26])[CH2:14][CH2:15][CH2:16][NH:17][C:18]([O:20][C:21]([CH3:24])([CH3:23])[CH3:22])=[O:19])=[O:11].[OH-].[Na+], predict the reaction product. The product is: [F:1][C:2]1[CH:7]=[CH:6][CH:5]=[CH:4][C:3]=1[CH:8]=[CH:9][C:10]([NH:12][C@H:13]([C:25]([OH:27])=[O:26])[CH2:14][CH2:15][CH2:16][NH:17][C:18]([O:20][C:21]([CH3:22])([CH3:23])[CH3:24])=[O:19])=[O:11].